Dataset: Catalyst prediction with 721,799 reactions and 888 catalyst types from USPTO. Task: Predict which catalyst facilitates the given reaction. (1) Reactant: CO[C:3](=[O:18])[C:4]1[CH:9]=[CH:8][CH:7]=[CH:6][C:5]=1[O:10][CH2:11][CH2:12][N:13]1[CH2:17][CH2:16][CH2:15][CH2:14]1.[OH-].[Na+].[F:21][C:22]1[CH:27]=[CH:26][C:25]([NH:28][C:29]([C:31]2[C:35]([NH2:36])=[CH:34][NH:33][N:32]=2)=[O:30])=[CH:24][CH:23]=1.C(Cl)CCl.C1C=CC2N(O)N=NC=2C=1. Product: [F:21][C:22]1[CH:23]=[CH:24][C:25]([NH:28][C:29]([C:31]2[C:35]([NH:36][C:3](=[O:18])[C:4]3[CH:9]=[CH:8][CH:7]=[CH:6][C:5]=3[O:10][CH2:11][CH2:12][N:13]3[CH2:14][CH2:15][CH2:16][CH2:17]3)=[CH:34][NH:33][N:32]=2)=[O:30])=[CH:26][CH:27]=1. The catalyst class is: 58. (2) Reactant: [NH2:1][C:2]1[C:7]2[N:8]=[CH:9][N:10]([C@@H:11]3[CH2:15][C@@H:14](O)[CH:13]=[CH:12]3)[C:6]=2[C:5]([F:17])=[CH:4][N:3]=1.CCN(S(F)(F)[F:24])CC.C([O-])(O)=O.[Na+]. Product: [F:17][C:5]1[C:6]2[N:10]([C@@H:11]3[CH2:15][C@H:14]([F:24])[CH:13]=[CH:12]3)[CH:9]=[N:8][C:7]=2[C:2]([NH2:1])=[N:3][CH:4]=1. The catalyst class is: 2. (3) Reactant: [Cl:1][C:2]1[CH:7]=[CH:6][C:5]([S:8]([NH:11][C@H:12]([C:14](Cl)=[O:15])[CH3:13])(=[O:10])=[O:9])=[CH:4][CH:3]=1.Cl.[CH3:18][NH:19][O:20][CH3:21].C(N(CC)CC)C. Product: [Cl:1][C:2]1[CH:7]=[CH:6][C:5]([S:8]([NH:11][C@H:12]([C:14]([N:19]([O:20][CH3:21])[CH3:18])=[O:15])[CH3:13])(=[O:10])=[O:9])=[CH:4][CH:3]=1. The catalyst class is: 2.